This data is from Forward reaction prediction with 1.9M reactions from USPTO patents (1976-2016). The task is: Predict the product of the given reaction. (1) Given the reactants [C:1]1(B(O)O)[CH2:6][CH2:5][CH2:4][CH2:3][CH:2]=1.[CH3:10][N:11]([C:21]1[CH:26]=[CH:25][C:24]([NH:27][C:28]([NH:30][C:31]2[CH:36]=[CH:35][CH:34]=[CH:33][CH:32]=2)=[O:29])=[CH:23][CH:22]=1)[S:12]([C:15]1[S:16][C:17](Br)=[CH:18][CH:19]=1)(=[O:14])=[O:13].C([O-])([O-])=O.[Na+].[Na+], predict the reaction product. The product is: [CH3:10][N:11]([C:21]1[CH:22]=[CH:23][C:24]([NH:27][C:28]([NH:30][C:31]2[CH:36]=[CH:35][CH:34]=[CH:33][CH:32]=2)=[O:29])=[CH:25][CH:26]=1)[S:12]([C:15]1[S:16][C:17]([C:1]2[CH2:6][CH2:5][CH2:4][CH2:3][CH:2]=2)=[CH:18][CH:19]=1)(=[O:14])=[O:13]. (2) Given the reactants [Cl:1][C:2]1[S:6][C:5]([C:7]2[N:11]([CH2:12][CH2:13][O:14][CH3:15])[C:10](=[O:16])[N:9]([CH2:17][C:18]([O:20]CC)=[O:19])[N:8]=2)=[CH:4][CH:3]=1.[OH-].[K+], predict the reaction product. The product is: [Cl:1][C:2]1[S:6][C:5]([C:7]2[N:11]([CH2:12][CH2:13][O:14][CH3:15])[C:10](=[O:16])[N:9]([CH2:17][C:18]([OH:20])=[O:19])[N:8]=2)=[CH:4][CH:3]=1. (3) Given the reactants [CH2:1]([N:3]1[CH2:8][CH2:7][N:6]([C:9]2[C:18]3[C:13](=[CH:14][CH:15]=[CH:16][CH:17]=3)[CH:12]=[C:11]([C:19]3[CH:24]=[CH:23][C:22]([OH:25])=[CH:21][CH:20]=3)[N:10]=2)[CH2:5][CH2:4]1)[CH3:2].[H-].[Na+].[H][H].Br[CH:31]([CH3:34])[C:32]#[N:33].[Cl-:35].[NH4+].O1CCC[CH2:38]1, predict the reaction product. The product is: [ClH:35].[C:32]([CH2:31][CH2:34][CH2:38][O:25][C:22]1[CH:21]=[CH:20][C:19]([C:11]2[N:10]=[C:9]([N:6]3[CH2:5][CH2:4][N:3]([CH2:1][CH3:2])[CH2:8][CH2:7]3)[C:18]3[C:13]([CH:12]=2)=[CH:14][CH:15]=[CH:16][CH:17]=3)=[CH:24][CH:23]=1)#[N:33]. (4) Given the reactants [Li][CH2:2]CCC.C(NC(C)C)(C)C.[CH3:13][O:14][C:15](=[O:26])[CH2:16][C:17]1[CH:25]=[CH:24][C:20]2[N:21]=[CH:22][S:23][C:19]=2[CH:18]=1.CN(C)P(N(C)C)(N(C)C)=O.CI, predict the reaction product. The product is: [CH3:13][O:14][C:15](=[O:26])[CH:16]([C:17]1[CH:25]=[CH:24][C:20]2[N:21]=[CH:22][S:23][C:19]=2[CH:18]=1)[CH3:2]. (5) Given the reactants [Cl:1][C:2]1[CH:7]=[C:6]([Cl:8])[CH:5]=[CH:4][C:3]=1[C:9]1[N:10]=[C:11]([CH2:28][CH3:29])[C:12]([NH:17][C@@H:18]2C3C(=CC=CC=3)[CH2:20][C@@H:19]2[OH:27])=[N:13][C:14]=1[CH2:15][CH3:16].BrC1N=C(CC)C(N[C@H]2[C@@H](O)C[N:42]([C:46]([O:48][CH2:49][C:50]3[CH:55]=[CH:54][CH:53]=[CH:52][CH:51]=3)=[O:47])[CH2:41]2)=NC=1CC, predict the reaction product. The product is: [Cl:1][C:2]1[CH:7]=[C:6]([Cl:8])[CH:5]=[CH:4][C:3]=1[C:9]1[N:10]=[C:11]([CH2:28][CH3:29])[C:12]([NH:17][C@H:18]2[C@@H:19]([OH:27])[CH2:20][N:42]([C:46]([O:48][CH2:49][C:50]3[CH:55]=[CH:54][CH:53]=[CH:52][CH:51]=3)=[O:47])[CH2:41]2)=[N:13][C:14]=1[CH2:15][CH3:16]. (6) Given the reactants [CH3:1][O:2][C:3](=[O:27])[C:4]1[CH:9]=[CH:8][C:7]([S:10]([N:13]2[C:21]3[C:16](=[CH:17][CH:18]=[CH:19][CH:20]=3)[C:15]([C:22]3[CH2:26][CH2:25][CH2:24][CH:23]=3)=[CH:14]2)(=[O:12])=[O:11])=[CH:6][CH:5]=1.C(OCC)(=O)C.[H][H], predict the reaction product. The product is: [CH3:1][O:2][C:3](=[O:27])[C:4]1[CH:9]=[CH:8][C:7]([S:10]([N:13]2[C:21]3[C:16](=[CH:17][CH:18]=[CH:19][CH:20]=3)[C:15]([CH:22]3[CH2:23][CH2:24][CH2:25][CH2:26]3)=[CH:14]2)(=[O:11])=[O:12])=[CH:6][CH:5]=1.